The task is: Predict the reaction yield, written as a fraction of the theoretical maximum amount of product (1.0 means a 100% yield; for example, 0.34 means a 34% yield).. This data is from Reaction yield outcomes from USPTO patents with 853,638 reactions. (1) The reactants are Br[CH2:2][C@H:3]1[CH2:7][C:6]2[CH:8]=[C:9]([F:20])[CH:10]=[C:11]([C:12]3[C:17]([Cl:18])=[CH:16][CH:15]=[CH:14][C:13]=3[Cl:19])[C:5]=2[O:4]1.[CH3:21][NH:22][CH3:23]. No catalyst specified. The product is [Cl:19][C:13]1[CH:14]=[CH:15][CH:16]=[C:17]([Cl:18])[C:12]=1[C:11]1[C:5]2[O:4][C@@H:3]([CH2:2][N:22]([CH3:23])[CH3:21])[CH2:7][C:6]=2[CH:8]=[C:9]([F:20])[CH:10]=1. The yield is 0.800. (2) The reactants are [CH2:1]([O:3][C:4](=[O:16])[NH:5][C:6]1[CH:11]=[CH:10][C:9]([N+:12]([O-])=O)=[CH:8][C:7]=1[Cl:15])[CH3:2].C(O)(=O)C. The catalyst is O1CCCC1. The product is [CH2:1]([O:3][C:4](=[O:16])[NH:5][C:6]1[CH:11]=[CH:10][C:9]([NH2:12])=[CH:8][C:7]=1[Cl:15])[CH3:2]. The yield is 0.560. (3) The reactants are [CH2:1]([C:3]1[C:4]([O:15]C)=[N:5][C:6]([CH3:14])=[C:7]([N:9]2[CH:13]=[CH:12][CH:11]=[CH:10]2)[CH:8]=1)[CH3:2].[I-].[Na+].C(#N)C.Cl[Si](C)(C)C. The catalyst is O. The product is [CH2:1]([C:3]1[C:4](=[O:15])[NH:5][C:6]([CH3:14])=[C:7]([N:9]2[CH:10]=[CH:11][CH:12]=[CH:13]2)[CH:8]=1)[CH3:2]. The yield is 0.930.